Dataset: CYP2D6 inhibition data for predicting drug metabolism from PubChem BioAssay. Task: Regression/Classification. Given a drug SMILES string, predict its absorption, distribution, metabolism, or excretion properties. Task type varies by dataset: regression for continuous measurements (e.g., permeability, clearance, half-life) or binary classification for categorical outcomes (e.g., BBB penetration, CYP inhibition). Dataset: cyp2d6_veith. (1) The molecule is CC(C)OC(=O)c1cc2ccccc2oc1=O. The result is 0 (non-inhibitor). (2) The drug is CCCC(C)NC1=NCCCCC1. The result is 1 (inhibitor). (3) The compound is CCc1cc2c(Sc3nc4ccccc4s3)ncnc2s1. The result is 0 (non-inhibitor).